Task: Binary Classification. Given a T-cell receptor sequence (or CDR3 region) and an epitope sequence, predict whether binding occurs between them.. Dataset: TCR-epitope binding with 47,182 pairs between 192 epitopes and 23,139 TCRs (1) The epitope is MPASWVMRI. The TCR CDR3 sequence is CASSDRAPYLTQHF. Result: 1 (the TCR binds to the epitope). (2) The epitope is LPRRSGAAGA. The TCR CDR3 sequence is CASSLRQGADEKLFF. Result: 1 (the TCR binds to the epitope). (3) The epitope is FLPRVFSAV. The TCR CDR3 sequence is CASSHSTGAPSNEQFF. Result: 1 (the TCR binds to the epitope). (4) The epitope is FLLNKEMYL. The TCR CDR3 sequence is CAISEPTSGRDTQYF. Result: 0 (the TCR does not bind to the epitope). (5) The epitope is HTTDPSFLGRY. The TCR CDR3 sequence is CASHPGTSTRETQYF. Result: 1 (the TCR binds to the epitope). (6) The epitope is PKYVKQNTLKLAT. The TCR CDR3 sequence is CSASYEGINTAQYF. Result: 0 (the TCR does not bind to the epitope). (7) The epitope is GILGFVFTL. The TCR CDR3 sequence is CATSDLLSTAGVVNTEAFF. Result: 1 (the TCR binds to the epitope). (8) The epitope is RLRAEAQVK. The TCR CDR3 sequence is CASSQETSGTNLGTQYF. Result: 1 (the TCR binds to the epitope).